Task: Binary Classification. Given a drug SMILES string, predict its activity (active/inactive) in a high-throughput screening assay against a specified biological target.. Dataset: Kir2.1 potassium channel HTS with 301,493 compounds (1) The molecule is O=c1n(c(=O)n(c2nc(n(c12)Cc1ccccc1)N\N=C\c1cccnc1)C)C. The result is 0 (inactive). (2) The drug is S(=O)(=O)(N1CC(CCC1)C(=O)N1CCN(CC1)C(OCC)=O)c1ccc(OCC)cc1. The result is 0 (inactive).